Dataset: Full USPTO retrosynthesis dataset with 1.9M reactions from patents (1976-2016). Task: Predict the reactants needed to synthesize the given product. (1) Given the product [Cl:17][C:10]1[CH:9]=[C:8]([C:18](=[O:20])[CH3:19])[C:7]([N:28]2[CH2:29][CH2:30][CH:25]([F:24])[CH2:26][CH2:27]2)=[C:16]2[C:11]=1[CH:12]=[CH:13][CH:14]=[N:15]2, predict the reactants needed to synthesize it. The reactants are: FC(F)(F)S(O[C:7]1[C:8]([C:18](=[O:20])[CH3:19])=[CH:9][C:10]([Cl:17])=[C:11]2[C:16]=1[N:15]=[CH:14][CH:13]=[CH:12]2)(=O)=O.Cl.[F:24][CH:25]1[CH2:30][CH2:29][NH:28][CH2:27][CH2:26]1.C(=O)([O-])[O-].[Cs+].[Cs+]. (2) Given the product [Br:1][CH2:52][C:44]1[C:36]([C:37]([O:39][C:40]([CH3:43])([CH3:42])[CH3:41])=[O:38])=[C:35]([O:34][C:32]([O:31][C:27]([CH3:28])([CH3:29])[CH3:30])=[O:33])[C:47]([C:48]([F:49])([F:50])[F:51])=[CH:46][CH:45]=1, predict the reactants needed to synthesize it. The reactants are: [Br:1]N1C(=O)CCC1=O.C(OOC(=O)C1C=CC=CC=1)(=O)C1C=CC=CC=1.[C:27]([O:31][C:32]([O:34][C:35]1[C:47]([C:48]([F:51])([F:50])[F:49])=[CH:46][CH:45]=[C:44]([CH3:52])[C:36]=1[C:37]([O:39][C:40]([CH3:43])([CH3:42])[CH3:41])=[O:38])=[O:33])([CH3:30])([CH3:29])[CH3:28]. (3) The reactants are: [CH:1]1([CH2:7][N:8]=[C:9]=[O:10])[CH2:6][CH2:5][CH2:4][CH2:3][CH2:2]1.O[C:12]1[CH:13]=[C:14]([C:18](=[O:25])[CH2:19][CH2:20][CH2:21][C:22]([OH:24])=[O:23])[CH:15]=[CH:16][CH:17]=1. Given the product [CH:1]1([CH2:7][NH:8][C:9]([C:16]2[CH:15]=[C:14]([C:18](=[O:25])[CH2:19][CH2:20][CH2:21][C:22]([OH:24])=[O:23])[CH:13]=[CH:12][CH:17]=2)=[O:10])[CH2:6][CH2:5][CH2:4][CH2:3][CH2:2]1, predict the reactants needed to synthesize it. (4) Given the product [CH2:17]([O:19][C:20](=[O:30])[CH:21]=[CH:22][C:23]1[CH:28]=[CH:27][CH:26]=[C:25]([NH:29][C:14]([C:12]2[CH:11]=[CH:10][CH:9]=[C:8]([C:5]3[CH:4]=[CH:3][C:2]([F:1])=[CH:7][CH:6]=3)[N:13]=2)=[O:16])[CH:24]=1)[CH3:18], predict the reactants needed to synthesize it. The reactants are: [F:1][C:2]1[CH:7]=[CH:6][C:5]([C:8]2[N:13]=[C:12]([C:14]([OH:16])=O)[CH:11]=[CH:10][CH:9]=2)=[CH:4][CH:3]=1.[CH2:17]([O:19][C:20](=[O:30])[CH:21]=[CH:22][C:23]1[CH:28]=[CH:27][CH:26]=[C:25]([NH2:29])[CH:24]=1)[CH3:18]. (5) Given the product [F:23][C:24]1[C:25]([O:12][CH2:11][CH2:10][CH2:9][C:8]2[C:4]([CH2:1][CH2:2][CH3:3])=[N:5][N:6]([C:13]3[CH:18]=[CH:17][C:16]([C:19]([F:21])([F:20])[F:22])=[CH:15][N:14]=3)[CH:7]=2)=[C:26]([CH2:30][C:31]([OH:33])=[O:32])[CH:27]=[CH:28][CH:29]=1, predict the reactants needed to synthesize it. The reactants are: [CH2:1]([C:4]1[C:8]([CH2:9][CH2:10][CH2:11][OH:12])=[CH:7][N:6]([C:13]2[CH:18]=[CH:17][C:16]([C:19]([F:22])([F:21])[F:20])=[CH:15][N:14]=2)[N:5]=1)[CH2:2][CH3:3].[F:23][C:24]1[C:25](O)=[C:26]([CH2:30][C:31]([O:33]C)=[O:32])[CH:27]=[CH:28][CH:29]=1.C(P(CCCC)CCCC)CCC.N(C(N1CCCCC1)=O)=NC(N1CCCCC1)=O. (6) Given the product [Br:1][C:2]1[C:3]([F:12])=[C:4]2[C:10]([NH:11][C:19]([C:14]3[CH:15]=[N:16][CH:17]=[CH:18][N:13]=3)=[O:20])=[CH:9][NH:8][C:5]2=[N:6][CH:7]=1, predict the reactants needed to synthesize it. The reactants are: [Br:1][C:2]1[C:3]([F:12])=[C:4]2[C:10]([NH2:11])=[CH:9][NH:8][C:5]2=[N:6][CH:7]=1.[N:13]1[CH:18]=[CH:17][N:16]=[CH:15][C:14]=1[C:19](O)=[O:20].C1N(P(Cl)(N2C(=O)OCC2)=O)C(=O)OC1.C(N(CC)CC)C.[Li+].[OH-]. (7) Given the product [C:5]1([C:8]2[CH:13]=[CH:12][CH:11]=[CH:10][CH:9]=2)[CH:6]=[CH:7][C:2]([NH:27][C:22]2[C:21]([NH:20][C:14]3[CH:15]=[CH:16][CH:17]=[CH:18][CH:19]=3)=[CH:26][CH:25]=[CH:24][CH:23]=2)=[CH:3][CH:4]=1, predict the reactants needed to synthesize it. The reactants are: Br[C:2]1[CH:7]=[CH:6][C:5]([C:8]2[CH:13]=[CH:12][CH:11]=[CH:10][CH:9]=2)=[CH:4][CH:3]=1.[C:14]1([NH:20][C:21]2[CH:26]=[CH:25][CH:24]=[CH:23][C:22]=2[NH2:27])[CH:19]=[CH:18][CH:17]=[CH:16][CH:15]=1.CC(C)([O-])C.[Na+]. (8) Given the product [CH3:1][C:2]([S@@:5]([NH:7][CH:8]([C:10]1[C:11]([C:20]2[CH:25]=[CH:24][CH:23]=[CH:22][CH:21]=2)=[N:12][C:13]2[C:18]([CH:19]=1)=[CH:17][CH:16]=[CH:15][N:14]=2)[CH3:9])=[O:6])([CH3:3])[CH3:4], predict the reactants needed to synthesize it. The reactants are: [CH3:1][C:2]([S@@:5](/[N:7]=[C:8](/[C:10]1[C:11]([C:20]2[CH:25]=[CH:24][CH:23]=[CH:22][CH:21]=2)=[N:12][C:13]2[C:18]([CH:19]=1)=[CH:17][CH:16]=[CH:15][N:14]=2)\[CH3:9])=[O:6])([CH3:4])[CH3:3].[BH4-].[Na+]. (9) Given the product [CH3:47][O:46][C:45]1[CH:44]=[CH:43][C:42]2[NH:41][C:40](=[O:48])[C:39]3[S:49][CH:50]=[CH:51][C:38]=3[C:37]=2[C:36]=1[C:2]1[CH:16]=[CH:15][C:5]([CH2:6][NH:7][C:8](=[O:14])[O:9][C:10]([CH3:13])([CH3:12])[CH3:11])=[CH:4][CH:3]=1, predict the reactants needed to synthesize it. The reactants are: Br[C:2]1[CH:16]=[CH:15][C:5]([CH2:6][NH:7][C:8](=[O:14])[O:9][C:10]([CH3:13])([CH3:12])[CH3:11])=[CH:4][CH:3]=1.B1(B2OC(C)(C)C(C)(C)O2)OC(C)(C)C(C)(C)O1.Br[C:36]1[C:37]2[C:38]3[CH:51]=[CH:50][S:49][C:39]=3[C:40](=[O:48])[NH:41][C:42]=2[CH:43]=[CH:44][C:45]=1[O:46][CH3:47].